The task is: Predict the reactants needed to synthesize the given product.. This data is from Full USPTO retrosynthesis dataset with 1.9M reactions from patents (1976-2016). (1) Given the product [Cl:1][C:2]1[C:3]([C:4]([NH:50][C@@H:47]2[CH2:46][CH2:45][C@H:44]([C:42]([O:41][CH3:40])=[O:43])[CH2:49][CH2:48]2)=[O:6])=[CH:7][CH:8]=[C:9]([CH3:11])[N:10]=1, predict the reactants needed to synthesize it. The reactants are: [Cl:1][C:2]1[N:10]=[C:9]([CH3:11])[CH:8]=[CH:7][C:3]=1[C:4]([OH:6])=O.C1C=CC2N(O)N=NC=2C=1.C(N(CC)CC)C.CCN=C=NCCCN(C)C.[CH3:40][O:41][C:42]([C@H:44]1[CH2:49][CH2:48][C@@H:47]([NH2:50])[CH2:46][CH2:45]1)=[O:43]. (2) The reactants are: C([O:3][C:4](=[O:42])[CH2:5][N:6]([CH2:38][CH:39]1[CH2:41][CH2:40]1)[S:7]([C:10]1[CH:15]=[CH:14][C:13]([N:16]2[CH2:21][CH2:20][CH:19]([NH:22][CH2:23][C@H:24]([OH:37])[C:25]3[CH:30]=[CH:29][C:28]([OH:31])=[C:27]([NH:32][S:33]([CH3:36])(=[O:35])=[O:34])[CH:26]=3)[CH2:18][CH2:17]2)=[CH:12][CH:11]=1)(=[O:9])=[O:8])C.O.[OH-].[Li+].C(O)(=O)C. Given the product [CH:39]1([CH2:38][N:6]([CH2:5][C:4]([OH:42])=[O:3])[S:7]([C:10]2[CH:15]=[CH:14][C:13]([N:16]3[CH2:17][CH2:18][CH:19]([NH:22][CH2:23][C@H:24]([OH:37])[C:25]4[CH:30]=[CH:29][C:28]([OH:31])=[C:27]([NH:32][S:33]([CH3:36])(=[O:34])=[O:35])[CH:26]=4)[CH2:20][CH2:21]3)=[CH:12][CH:11]=2)(=[O:9])=[O:8])[CH2:41][CH2:40]1, predict the reactants needed to synthesize it. (3) The reactants are: FC(F)(F)C(O)=O.[CH3:8][O:9][C:10](=[O:24])[NH:11][CH:12]([C:14]1[CH:15]=[C:16]2[C:21](=[CH:22][CH:23]=1)[CH2:20][NH:19][CH2:18][CH2:17]2)[CH3:13].Br[CH2:26][C:27]1[CH:32]=[CH:31][C:30]([O:33][CH2:34][CH:35]2[CH2:37][CH2:36]2)=[CH:29][CH:28]=1. Given the product [CH3:8][O:9][C:10](=[O:24])[NH:11][CH:12]([C:14]1[CH:15]=[C:16]2[C:21](=[CH:22][CH:23]=1)[CH2:20][N:19]([CH2:26][C:27]1[CH:32]=[CH:31][C:30]([O:33][CH2:34][CH:35]3[CH2:37][CH2:36]3)=[CH:29][CH:28]=1)[CH2:18][CH2:17]2)[CH3:13], predict the reactants needed to synthesize it. (4) Given the product [Br:13][CH2:10][C@@H:9]([CH3:12])[CH2:8][C:5]1[CH:6]=[CH:7][C:2]([Cl:1])=[CH:3][CH:4]=1, predict the reactants needed to synthesize it. The reactants are: [Cl:1][C:2]1[CH:7]=[CH:6][C:5]([CH2:8][C@H:9]([CH3:12])[CH2:10]O)=[CH:4][CH:3]=1.[Br:13]N1C(=O)CCC1=O.C1(P(C2C=CC=CC=2)C2C=CC=CC=2)C=CC=CC=1.O. (5) Given the product [Br:1][C:2]1[CH:9]=[CH:8][C:5]([C:6](=[N:11][OH:12])[NH2:7])=[CH:4][CH:3]=1, predict the reactants needed to synthesize it. The reactants are: [Br:1][C:2]1[CH:9]=[CH:8][C:5]([C:6]#[N:7])=[CH:4][CH:3]=1.Cl.[NH2:11][OH:12].CCN(C(C)C)C(C)C. (6) Given the product [F:20][C:17]1([F:19])[CH2:18][CH:13]2[CH2:12][NH:11][CH2:15][CH:14]2[CH:16]1[OH:21], predict the reactants needed to synthesize it. The reactants are: C(OC([N:11]1[CH2:15][CH:14]2[CH:16]([OH:21])[C:17]([F:20])([F:19])[CH2:18][CH:13]2[CH2:12]1)=O)C1C=CC=CC=1.[H][H]. (7) Given the product [CH:34]1([N:33]2[C:28]3[C:27](=[O:41])[NH:26][C:25]([C:22]4[CH:23]=[CH:24][C:19]([N:16]5[CH2:17][CH2:18][C@@H:14]([OH:13])[CH2:15]5)=[CH:20][C:21]=4[O:42][CH3:43])=[N:30][C:29]=3[C:31]([CH3:40])=[N:32]2)[CH2:35][CH2:36][CH2:37][CH2:38][CH2:39]1, predict the reactants needed to synthesize it. The reactants are: O1CCCC1.[Si]([O:13][C@@H:14]1[CH2:18][CH2:17][N:16]([C:19]2[CH:24]=[CH:23][C:22]([C:25]3[NH:26][C:27](=[O:41])[C:28]4[N:33]([CH:34]5[CH2:39][CH2:38][CH2:37][CH2:36][CH2:35]5)[N:32]=[C:31]([CH3:40])[C:29]=4[N:30]=3)=[C:21]([O:42][CH3:43])[CH:20]=2)[CH2:15]1)(C(C)(C)C)(C)C.[F-].C([N+](CCCC)(CCCC)CCCC)CCC.